From a dataset of Full USPTO retrosynthesis dataset with 1.9M reactions from patents (1976-2016). Predict the reactants needed to synthesize the given product. (1) Given the product [F:20][C:18]1[CH:19]=[C:14]([CH2:13][NH:7][CH2:8][CH2:9][CH:10]([CH3:11])[CH3:12])[CH:15]=[C:16]([F:32])[C:17]=1[O:21][C:22]1[CH:27]=[CH:26][C:25]([C:28]([NH2:29])=[O:30])=[C:24]([OH:31])[CH:23]=1, predict the reactants needed to synthesize it. The reactants are: C(OC(=O)[N:7]([CH2:13][C:14]1[CH:19]=[C:18]([F:20])[C:17]([O:21][C:22]2[CH:27]=[CH:26][C:25]([C:28](=[O:30])[NH2:29])=[C:24]([OH:31])[CH:23]=2)=[C:16]([F:32])[CH:15]=1)[CH2:8][CH2:9][CH:10]([CH3:12])[CH3:11])(C)(C)C.Cl. (2) Given the product [CH3:1][O:2][C:3]([C:5]1[C:6]([OH:29])=[C:7]2[C:12](=[C:13]([Br:30])[N:14]=1)[N:11]([CH2:15][C:16]1[CH:21]=[CH:20][CH:19]=[CH:18][CH:17]=1)[C:10](=[O:22])[C:9]([C:23]1[CH:28]=[CH:27][CH:26]=[CH:25][CH:24]=1)=[CH:8]2)=[O:4], predict the reactants needed to synthesize it. The reactants are: [CH3:1][O:2][C:3]([C:5]1[C:6]([OH:29])=[C:7]2[C:12](=[CH:13][N:14]=1)[N:11]([CH2:15][C:16]1[CH:21]=[CH:20][CH:19]=[CH:18][CH:17]=1)[C:10](=[O:22])[C:9]([C:23]1[CH:28]=[CH:27][CH:26]=[CH:25][CH:24]=1)=[CH:8]2)=[O:4].[Br:30]N1C(=O)CCC1=O. (3) Given the product [CH2:1]([S:3][C:4]1[CH:19]=[CH:18][C:17]([N+:20]([O-:22])=[O:21])=[CH:16][C:5]=1[CH:6]1[CH:10]([C:11]([O:13][CH2:14][CH3:15])=[O:12])[CH2:9][CH2:8][NH:7]1)[CH3:2], predict the reactants needed to synthesize it. The reactants are: [CH2:1]([S:3][C:4]1[CH:19]=[CH:18][C:17]([N+:20]([O-:22])=[O:21])=[CH:16][C:5]=1/[CH:6]=[N:7]/[CH2:8][CH2:9][CH2:10][C:11]([O:13][CH2:14][CH3:15])=[O:12])[CH3:2].CCN(CC)CC.